From a dataset of Reaction yield outcomes from USPTO patents with 853,638 reactions. Predict the reaction yield, written as a fraction of the theoretical maximum amount of product (1.0 means a 100% yield; for example, 0.34 means a 34% yield). (1) The product is [Cl:16][C:17]1[CH:23]=[CH:22][C:21]([CH3:24])=[CH:20][C:18]=1[NH:19][C:2]1[N:7]2[N:8]=[CH:9][CH:10]=[C:6]2[N:5]=[CH:4][C:3]=1[C:11]([O:13][CH2:14][CH3:15])=[O:12]. No catalyst specified. The reactants are O[C:2]1[N:7]2[N:8]=[CH:9][CH:10]=[C:6]2[N:5]=[CH:4][C:3]=1[C:11]([O:13][CH2:14][CH3:15])=[O:12].[Cl:16][C:17]1[CH:23]=[CH:22][C:21]([CH3:24])=[CH:20][C:18]=1[NH2:19]. The yield is 0.370. (2) The reactants are [OH:1][C:2]1[C:11]2[C:6](=[CH:7][CH:8]=[CH:9][CH:10]=2)[N:5]=[CH:4][C:3]=1[C:12]([OH:14])=O.CN(C(ON1N=NC2C=CC=NC1=2)=[N+](C)C)C.F[P-](F)(F)(F)(F)F.CCN(C(C)C)C(C)C.[NH2:48][C:49]1[CH:54]=[CH:53][CH:52]=[CH:51][CH:50]=1. The catalyst is CN(C=O)C. The product is [O:1]=[C:2]1[C:11]2[C:6](=[CH:7][CH:8]=[CH:9][CH:10]=2)[NH:5][CH:4]=[C:3]1[C:12]([NH:48][C:49]1[CH:54]=[CH:53][CH:52]=[CH:51][CH:50]=1)=[O:14]. The yield is 0.450. (3) The reactants are [C:1]([C:3]1[N:8]=[C:7]([C:9]2[CH:14]=[CH:13][C:12]([C:15]([CH3:20])([CH3:19])[C:16]([OH:18])=O)=[CH:11][CH:10]=2)[CH:6]=[N:5][CH:4]=1)#[N:2].[CH3:21][O:22][CH:23]([CH3:26])[CH2:24][NH2:25]. No catalyst specified. The product is [C:1]([C:3]1[N:8]=[C:7]([C:9]2[CH:10]=[CH:11][C:12]([C:15]([CH3:20])([CH3:19])[C:16]([NH:25][CH2:24][CH:23]([O:22][CH3:21])[CH3:26])=[O:18])=[CH:13][CH:14]=2)[CH:6]=[N:5][CH:4]=1)#[N:2]. The yield is 0.700. (4) The reactants are [OH:1][CH:2]1[CH2:6][NH:5][CH2:4][CH:3]1[NH:7][C:8]([C:10]1[C:14]([CH3:15])=[C:13](/[CH:16]=[C:17]2\[C:18](=[O:27])[NH:19][C:20]3[C:25]\2=[CH:24][C:23]([F:26])=[CH:22][CH:21]=3)[NH:12][C:11]=1[CH3:28])=[O:9].CCN(C(C)C)C(C)C.[CH3:38][C:39](Cl)=[O:40]. No catalyst specified. The product is [C:39]([N:5]1[CH2:6][CH:2]([OH:1])[CH:3]([NH:7][C:8]([C:10]2[C:14]([CH3:15])=[C:13](/[CH:16]=[C:17]3\[C:18](=[O:27])[NH:19][C:20]4[C:25]\3=[CH:24][C:23]([F:26])=[CH:22][CH:21]=4)[NH:12][C:11]=2[CH3:28])=[O:9])[CH2:4]1)(=[O:40])[CH3:38]. The yield is 0.570. (5) The reactants are Br[C:2]([CH3:13])([C:8]([O:10][CH2:11][CH3:12])=[O:9])[C:3]([O:5][CH2:6][CH3:7])=[O:4].[F-].[K+].[N+:16]([C:19]1[CH:20]=[C:21]([OH:25])[CH:22]=[CH:23][CH:24]=1)([O-:18])=[O:17]. The catalyst is CN(C=O)C.O. The product is [CH3:13][C:2]([O:25][C:21]1[CH:22]=[CH:23][CH:24]=[C:19]([N+:16]([O-:18])=[O:17])[CH:20]=1)([C:8]([O:10][CH2:11][CH3:12])=[O:9])[C:3]([O:5][CH2:6][CH3:7])=[O:4]. The yield is 0.800. (6) The reactants are [C:1]([O:5][C:6]([N:8]1[CH2:12][CH2:11][CH2:10][C@H:9]1[CH2:13][OH:14])=[O:7])([CH3:4])([CH3:3])[CH3:2].O[C:16]1[CH:25]=[CH:24][C:19]([C:20]([O:22][CH3:23])=[O:21])=[CH:18][CH:17]=1.C1C=CC(P(C2C=CC=CC=2)C2C=CC=CC=2)=CC=1.CC(OC(/N=N/C(OC(C)C)=O)=O)C. The catalyst is C1COCC1. The product is [C:1]([O:5][C:6]([N:8]1[CH2:12][CH2:11][CH2:10][C@H:9]1[CH2:13][O:14][C:16]1[CH:25]=[CH:24][C:19]([C:20]([O:22][CH3:23])=[O:21])=[CH:18][CH:17]=1)=[O:7])([CH3:4])([CH3:3])[CH3:2]. The yield is 0.810. (7) The catalyst is CN(C=O)C.C1C=CC(P(C2C=CC=CC=2)[C-]2C=CC=C2)=CC=1.C1C=CC(P(C2C=CC=CC=2)[C-]2C=CC=C2)=CC=1.Cl[Pd]Cl.[Fe+2]. The yield is 0.620. The product is [NH2:25][C:22]1[N:23]=[CH:24][C:19]([C:16]2[C:15]([F:26])=[CH:14][C:13]([C:4]3[CH:5]=[CH:6][CH:7]=[CH:8][C:3]=3[CH2:2][OH:1])=[CH:18][CH:17]=2)=[N:20][CH:21]=1. The reactants are [OH:1][CH2:2][C:3]1[CH:8]=[CH:7][CH:6]=[CH:5][C:4]=1B(O)O.Br[C:13]1[CH:18]=[CH:17][C:16]([C:19]2[N:20]=[CH:21][C:22]([NH2:25])=[N:23][CH:24]=2)=[C:15]([F:26])[CH:14]=1.C(Cl)Cl.C([O-])([O-])=O.[Na+].[Na+].